The task is: Binary Classification. Given a T-cell receptor sequence (or CDR3 region) and an epitope sequence, predict whether binding occurs between them.. This data is from TCR-epitope binding with 47,182 pairs between 192 epitopes and 23,139 TCRs. (1) The epitope is TVYDPLQPELDSFK. The TCR CDR3 sequence is CASSLDRGDNEQFF. Result: 0 (the TCR does not bind to the epitope). (2) The epitope is ILKEPVHGV. The TCR CDR3 sequence is CASSFLATGTYNEQFF. Result: 0 (the TCR does not bind to the epitope). (3) The epitope is FTYASALWEI. The TCR CDR3 sequence is CASSSLDRGKGYADTQYF. Result: 0 (the TCR does not bind to the epitope). (4) The epitope is FLKEKGGL. The TCR CDR3 sequence is CASSFLHPSTEAFF. Result: 1 (the TCR binds to the epitope). (5) The epitope is NYSGVVTTVMF. The TCR CDR3 sequence is CSVEDLGVRGTYEQYF. Result: 0 (the TCR does not bind to the epitope). (6) The epitope is TLVPQEHYV. The TCR CDR3 sequence is CASSHPYTGELFF. Result: 0 (the TCR does not bind to the epitope). (7) The epitope is KRWIIMGLNK. The TCR CDR3 sequence is CATSLAESTDTQYF. Result: 0 (the TCR does not bind to the epitope). (8) The epitope is SEPVLKGVKL. The TCR CDR3 sequence is CASSGPTGIQETQYF. Result: 0 (the TCR does not bind to the epitope). (9) The epitope is LLALHRSYL. The TCR CDR3 sequence is CASSRGPNYEQYF. Result: 0 (the TCR does not bind to the epitope).